Dataset: Forward reaction prediction with 1.9M reactions from USPTO patents (1976-2016). Task: Predict the product of the given reaction. (1) Given the reactants [Br:1][C:2]1[N:3]=[CH:4][C:5](C(OC)=O)=[N:6][CH:7]=1.[CH3:12][Mg]Br.C([O:17][CH2:18][CH3:19])C.Cl, predict the reaction product. The product is: [Br:1][C:2]1[N:3]=[CH:4][C:5]([C:18]([OH:17])([CH3:19])[CH3:12])=[N:6][CH:7]=1. (2) The product is: [Br:41][C:42]1[N:46]([CH2:47][C:48]2[N:53]=[CH:52][CH:51]=[CH:50][N:49]=2)[N:45]=[C:44]([NH:54][C:1](=[O:9])[C:2]2[CH:7]=[CH:6][CH:5]=[N:4][CH:3]=2)[CH:43]=1. Given the reactants [C:1]([OH:9])(=O)[C:2]1[CH:7]=[CH:6][CH:5]=[N:4][CH:3]=1.Cl.C(N=C=NCCCN(C)C)C.ON1C2C=CC=CC=2N=N1.C(N(C(C)C)CC)(C)C.[Br:41][C:42]1[N:46]([CH2:47][C:48]2[N:53]=[CH:52][CH:51]=[CH:50][N:49]=2)[N:45]=[C:44]([NH2:54])[CH:43]=1, predict the reaction product.